This data is from Forward reaction prediction with 1.9M reactions from USPTO patents (1976-2016). The task is: Predict the product of the given reaction. (1) The product is: [ClH:30].[NH2:8][CH2:9][CH2:10][C:11]1[CH:23]=[CH:22][C:21]([CH:24]([CH3:25])[CH3:26])=[CH:20][C:12]=1[O:13][CH2:14][CH2:15][CH2:16][C:17]([O:19][CH2:27][CH3:28])=[O:18]. Given the reactants C(OC([NH:8][CH2:9][CH2:10][C:11]1[CH:23]=[CH:22][C:21]([CH:24]([CH3:26])[CH3:25])=[CH:20][C:12]=1[O:13][CH2:14][CH2:15][CH2:16][C:17]([O-:19])=[O:18])=O)(C)(C)C.[CH2:27](O)[CH3:28].[ClH:30], predict the reaction product. (2) Given the reactants FC(F)(F)C(O)=O.[CH:8]([O:11][C:12]1[N:17]=[CH:16][C:15]([O:18][C:19]2[CH:24]=[CH:23][C:22]([CH2:25][CH2:26][CH:27]([NH2:29])[CH3:28])=[CH:21][CH:20]=2)=[CH:14][CH:13]=1)([CH3:10])[CH3:9].Cl[C:31]([O:33][CH3:34])=[O:32], predict the reaction product. The product is: [CH3:34][O:33][C:31](=[O:32])[NH:29][CH:27]([CH3:28])[CH2:26][CH2:25][C:22]1[CH:21]=[CH:20][C:19]([O:18][C:15]2[CH:16]=[N:17][C:12]([O:11][CH:8]([CH3:10])[CH3:9])=[CH:13][CH:14]=2)=[CH:24][CH:23]=1. (3) Given the reactants Br[CH2:2][C:3]([C:5]1[C:6]([C:11]2[CH:16]=[CH:15][CH:14]=[CH:13][CH:12]=2)=[N:7][O:8][C:9]=1[CH3:10])=[O:4].[CH:17](=O)[C:18]1[C:19](=[CH:21][CH:22]=[CH:23][CH:24]=1)[OH:20].C(=O)([O-])[O-].[K+].[K+], predict the reaction product. The product is: [O:20]1[C:19]2[CH:21]=[CH:22][CH:23]=[CH:24][C:18]=2[CH:17]=[C:2]1[C:3]([C:5]1[C:6]([C:11]2[CH:16]=[CH:15][CH:14]=[CH:13][CH:12]=2)=[N:7][O:8][C:9]=1[CH3:10])=[O:4].